This data is from Full USPTO retrosynthesis dataset with 1.9M reactions from patents (1976-2016). The task is: Predict the reactants needed to synthesize the given product. (1) Given the product [C:37]([O:41][C:42](=[O:51])[NH:43][CH2:44][CH:45]1[CH2:46][CH2:47][N:48]([CH2:25][CH2:24][C@@H:23]([C:18]2[CH:19]=[C:20]([F:22])[CH:21]=[C:16]([F:15])[CH:17]=2)[CH:27]2[CH2:28][CH2:29][N:30]([S:33]([CH3:36])(=[O:35])=[O:34])[CH2:31][CH2:32]2)[CH2:49][CH2:50]1)([CH3:40])([CH3:38])[CH3:39], predict the reactants needed to synthesize it. The reactants are: C(O[BH-](OC(=O)C)OC(=O)C)(=O)C.[Na+].[F:15][C:16]1[CH:17]=[C:18]([C@@H:23]([CH:27]2[CH2:32][CH2:31][N:30]([S:33]([CH3:36])(=[O:35])=[O:34])[CH2:29][CH2:28]2)[CH2:24][CH:25]=O)[CH:19]=[C:20]([F:22])[CH:21]=1.[C:37]([O:41][C:42](=[O:51])[NH:43][CH2:44][CH:45]1[CH2:50][CH2:49][NH:48][CH2:47][CH2:46]1)([CH3:40])([CH3:39])[CH3:38].C(OCC)C. (2) Given the product [OH:21][C@H:16]1[CH2:17][CH2:18][CH2:19][CH2:20][C@@H:14]([NH:13][C:2]2[C:7]([C:8]#[N:9])=[CH:6][N:5]=[C:4]([S:10][CH3:11])[N:3]=2)[CH2:15]1, predict the reactants needed to synthesize it. The reactants are: Cl[C:2]1[C:7]([C:8]#[N:9])=[CH:6][N:5]=[C:4]([S:10][CH3:11])[N:3]=1.Cl.[NH2:13][C@@H:14]1[CH2:20][CH2:19][CH2:18][CH2:17][C@H:16]([OH:21])[CH2:15]1.CCN(C(C)C)C(C)C.O. (3) Given the product [Br:10][C:11]1[CH:16]=[CH:15][CH:14]=[CH:13][C:12]=1[CH2:17][C:18]([O:4][CH3:3])=[O:19], predict the reactants needed to synthesize it. The reactants are: CN(C)[CH:3]=[O:4].S(Cl)(Cl)=O.[Br:10][C:11]1[CH:16]=[CH:15][CH:14]=[CH:13][C:12]=1[CH2:17][C:18](O)=[O:19].CO. (4) Given the product [CH3:1][O:2][NH:3][C:4]([C:6]1[C:7](=[O:40])[C:8]2[CH:13]=[N:12][C:11]([NH:14][C:15]3[CH:20]=[CH:19][C:18]([CH2:21][CH2:22][N:23]4[CH2:24][CH2:25][N:26]([S:42]([CH3:41])(=[O:44])=[O:43])[CH2:27][CH2:28]4)=[CH:17][CH:16]=3)=[N:10][C:9]=2[N:29]([C:31]2[CH:32]=[C:33]3[C:37](=[CH:38][CH:39]=2)[CH2:36][CH2:35][CH2:34]3)[CH:30]=1)=[O:5], predict the reactants needed to synthesize it. The reactants are: [CH3:1][O:2][NH:3][C:4]([C:6]1[C:7](=[O:40])[C:8]2[CH:13]=[N:12][C:11]([NH:14][C:15]3[CH:20]=[CH:19][C:18]([CH2:21][CH2:22][N:23]4[CH2:28][CH2:27][NH:26][CH2:25][CH2:24]4)=[CH:17][CH:16]=3)=[N:10][C:9]=2[N:29]([C:31]2[CH:32]=[C:33]3[C:37](=[CH:38][CH:39]=2)[CH2:36][CH2:35][CH2:34]3)[CH:30]=1)=[O:5].[CH3:41][S:42](Cl)(=[O:44])=[O:43].C(N(CC)CC)C.